Dataset: Peptide-MHC class II binding affinity with 134,281 pairs from IEDB. Task: Regression. Given a peptide amino acid sequence and an MHC pseudo amino acid sequence, predict their binding affinity value. This is MHC class II binding data. (1) The peptide sequence is SYSSAVPLLCSYFFEAEPRQ. The MHC is H-2-IAb with pseudo-sequence H-2-IAb. The binding affinity (normalized) is 0.637. (2) The binding affinity (normalized) is 0. The peptide sequence is DYVRMWVQAATAMSA. The MHC is HLA-DPA10201-DPB10501 with pseudo-sequence HLA-DPA10201-DPB10501. (3) The binding affinity (normalized) is 0.996. The MHC is DRB3_0202 with pseudo-sequence DRB3_0202. The peptide sequence is YDKFLANVSTVLTGW. (4) The peptide sequence is RTFVATFGAASNKAF. The MHC is DRB1_1602 with pseudo-sequence DRB1_1602. The binding affinity (normalized) is 0.840. (5) The peptide sequence is TVDKSKPKVYQWFDLRKY. The MHC is DRB1_1501 with pseudo-sequence DRB1_1501. The binding affinity (normalized) is 0.628. (6) The peptide sequence is EKKYFWATQFEPLAA. The MHC is HLA-DPA10103-DPB10401 with pseudo-sequence HLA-DPA10103-DPB10401. The binding affinity (normalized) is 1.00.